Dataset: Forward reaction prediction with 1.9M reactions from USPTO patents (1976-2016). Task: Predict the product of the given reaction. (1) The product is: [CH2:1]([O:8][CH2:9][CH2:10][CH2:11][C:12]([NH:17][NH:16][C:15]([O:19][C:20]([CH3:23])([CH3:22])[CH3:21])=[O:18])=[O:14])[C:2]1[CH:3]=[CH:4][CH:5]=[CH:6][CH:7]=1. Given the reactants [CH2:1]([O:8][CH2:9][CH2:10][CH2:11][C:12]([OH:14])=O)[C:2]1[CH:7]=[CH:6][CH:5]=[CH:4][CH:3]=1.[C:15]([O:19][C:20]([CH3:23])([CH3:22])[CH3:21])(=[O:18])[NH:16][NH2:17].C(Cl)CCl, predict the reaction product. (2) Given the reactants [CH3:1][O:2][C:3]1[CH:8]=[C:7]([CH3:9])[C:6]([O:10][CH3:11])=[CH:5][C:4]=1[C:12]1[N:16]=[C:15]([NH2:17])[NH:14][N:13]=1.[C:18](=N)([C:25]1[CH:30]=[CH:29][CH:28]=[CH:27][CH:26]=1)[C:19]1[CH:24]=[CH:23][CH:22]=[CH:21][CH:20]=1.C(OC(C)C)(C)C, predict the reaction product. The product is: [CH3:1][O:2][C:3]1[CH:8]=[C:7]([CH3:9])[C:6]([O:10][CH3:11])=[CH:5][C:4]=1[C:12]1[N:16]=[C:15]([N:17]=[C:18]([C:19]2[CH:24]=[CH:23][CH:22]=[CH:21][CH:20]=2)[C:25]2[CH:30]=[CH:29][CH:28]=[CH:27][CH:26]=2)[NH:14][N:13]=1. (3) Given the reactants I[C:2]1[CH:3]=[N:4][CH:5]=[CH:6][CH:7]=1.[NH:8]1[C:16]2[C:11](=[C:12]([CH2:17][N:18]3[CH2:23][CH2:22][CH:21]([C:24]4[CH:25]=[C:26]([NH:30][C:31](=[O:35])[CH:32]([CH3:34])[CH3:33])[CH:27]=[CH:28][CH:29]=4)[CH2:20][CH2:19]3)[CH:13]=[CH:14][CH:15]=2)[CH:10]=[CH:9]1, predict the reaction product. The product is: [CH3:34][CH:32]([CH3:33])[C:31]([NH:30][C:26]1[CH:27]=[CH:28][CH:29]=[C:24]([CH:21]2[CH2:22][CH2:23][N:18]([CH2:17][C:12]3[CH:13]=[CH:14][CH:15]=[C:16]4[C:11]=3[CH:10]=[CH:9][N:8]4[C:2]3[CH:3]=[N:4][CH:5]=[CH:6][CH:7]=3)[CH2:19][CH2:20]2)[CH:25]=1)=[O:35]. (4) Given the reactants [Cl:1][C:2]1[N:20]=[C:19]([Cl:21])[CH:18]=[C:17]([Cl:22])[C:3]=1[C:4]([NH:6][CH2:7][CH2:8][NH:9]C(=O)OC(C)(C)C)=[O:5].FC(F)(F)C(O)=O, predict the reaction product. The product is: [NH2:9][CH2:8][CH2:7][NH:6][C:4](=[O:5])[C:3]1[C:17]([Cl:22])=[CH:18][C:19]([Cl:21])=[N:20][C:2]=1[Cl:1]. (5) Given the reactants [N+:1]([C:4]1[CH:9]=[CH:8][CH:7]=[CH:6][C:5]=1[S:10](Cl)(=[O:12])=[O:11])([O-:3])=[O:2].[NH:14]([CH2:18][CH2:19][OH:20])[CH2:15][CH2:16][OH:17].C(N(CC)CC)C, predict the reaction product. The product is: [OH:17][CH2:16][CH2:15][N:14]([CH2:18][CH2:19][OH:20])[S:10]([C:5]1[CH:6]=[CH:7][CH:8]=[CH:9][C:4]=1[N+:1]([O-:3])=[O:2])(=[O:12])=[O:11]. (6) Given the reactants [CH3:1][O:2][C:3]1[CH:8]=[C:7]([CH3:9])[CH:6]=[CH:5][C:4]=1[C:10]([CH3:21])([CH3:20])[CH2:11][C:12]([OH:19])([C:15]([F:18])([F:17])[F:16])[CH:13]=O.[NH2:22][C:23]1[CH:32]=[CH:31][CH:30]=[C:29]2[C:24]=1[CH:25]=[N:26][NH:27][C:28]2=[O:33], predict the reaction product. The product is: [OH:19][C:12]1([C:15]([F:16])([F:18])[F:17])[CH2:11][C:10]([CH3:20])([CH3:21])[C:4]2[C:5](=[CH:6][C:7]([CH3:9])=[CH:8][C:3]=2[O:2][CH3:1])[CH:13]1[NH:22][C:23]1[CH:32]=[CH:31][CH:30]=[C:29]2[C:24]=1[CH:25]=[N:26][NH:27][C:28]2=[O:33]. (7) Given the reactants [CH2:1]([C:3]1[CH:11]=[C:10]2[C:6]([CH2:7][C:8](=[O:14])[N:9]2OC)=[CH:5][CH:4]=1)[CH3:2], predict the reaction product. The product is: [CH2:1]([C:3]1[CH:11]=[C:10]2[C:6]([CH2:7][C:8](=[O:14])[NH:9]2)=[CH:5][CH:4]=1)[CH3:2].